This data is from Reaction yield outcomes from USPTO patents with 853,638 reactions. The task is: Predict the reaction yield, written as a fraction of the theoretical maximum amount of product (1.0 means a 100% yield; for example, 0.34 means a 34% yield). The reactants are [CH3:1][O:2][C:3]([C:5]1[C:9]([N+:10]([O-:12])=[O:11])=[CH:8][NH:7][N:6]=1)=[O:4].C(=O)([O-])[O-].[Cs+].[Cs+].Br[CH2:20][CH2:21][C:22]1[CH:27]=[CH:26][CH:25]=[CH:24][CH:23]=1. The catalyst is CN(C)C=O. The product is [CH3:1][O:2][C:3]([C:5]1[N:6]([CH2:20][CH2:21][C:22]2[CH:27]=[CH:26][CH:25]=[CH:24][CH:23]=2)[N:7]=[CH:8][C:9]=1[N+:10]([O-:12])=[O:11])=[O:4]. The yield is 0.312.